Dataset: NCI-60 drug combinations with 297,098 pairs across 59 cell lines. Task: Regression. Given two drug SMILES strings and cell line genomic features, predict the synergy score measuring deviation from expected non-interaction effect. (1) Drug 1: CC1=C(N=C(N=C1N)C(CC(=O)N)NCC(C(=O)N)N)C(=O)NC(C(C2=CN=CN2)OC3C(C(C(C(O3)CO)O)O)OC4C(C(C(C(O4)CO)O)OC(=O)N)O)C(=O)NC(C)C(C(C)C(=O)NC(C(C)O)C(=O)NCCC5=NC(=CS5)C6=NC(=CS6)C(=O)NCCC[S+](C)C)O. Drug 2: C1C(C(OC1N2C=NC3=C2NC=NCC3O)CO)O. Cell line: SF-268. Synergy scores: CSS=32.7, Synergy_ZIP=2.34, Synergy_Bliss=2.25, Synergy_Loewe=-5.87, Synergy_HSA=1.60. (2) Drug 1: CC1OCC2C(O1)C(C(C(O2)OC3C4COC(=O)C4C(C5=CC6=C(C=C35)OCO6)C7=CC(=C(C(=C7)OC)O)OC)O)O. Drug 2: C(=O)(N)NO. Cell line: NCI-H460. Synergy scores: CSS=54.0, Synergy_ZIP=-0.882, Synergy_Bliss=3.22, Synergy_Loewe=3.90, Synergy_HSA=7.55. (3) Drug 1: C1=CC(=C2C(=C1NCCNCCO)C(=O)C3=C(C=CC(=C3C2=O)O)O)NCCNCCO. Drug 2: CC1CCC2CC(C(=CC=CC=CC(CC(C(=O)C(C(C(=CC(C(=O)CC(OC(=O)C3CCCCN3C(=O)C(=O)C1(O2)O)C(C)CC4CCC(C(C4)OC)O)C)C)O)OC)C)C)C)OC. Cell line: OVCAR-8. Synergy scores: CSS=51.1, Synergy_ZIP=-0.951, Synergy_Bliss=1.73, Synergy_Loewe=7.47, Synergy_HSA=8.68. (4) Drug 1: COC1=NC(=NC2=C1N=CN2C3C(C(C(O3)CO)O)O)N. Drug 2: C(CCl)NC(=O)N(CCCl)N=O. Cell line: SF-268. Synergy scores: CSS=11.5, Synergy_ZIP=-5.68, Synergy_Bliss=-5.92, Synergy_Loewe=-16.5, Synergy_HSA=-4.56. (5) Drug 1: CC12CCC3C(C1CCC2O)C(CC4=C3C=CC(=C4)O)CCCCCCCCCS(=O)CCCC(C(F)(F)F)(F)F. Drug 2: C#CCC(CC1=CN=C2C(=N1)C(=NC(=N2)N)N)C3=CC=C(C=C3)C(=O)NC(CCC(=O)O)C(=O)O. Cell line: U251. Synergy scores: CSS=-0.656, Synergy_ZIP=0.0573, Synergy_Bliss=-2.02, Synergy_Loewe=-41.9, Synergy_HSA=-6.08. (6) Drug 1: CN(C)C1=NC(=NC(=N1)N(C)C)N(C)C. Drug 2: C1C(C(OC1N2C=C(C(=O)NC2=O)F)CO)O. Cell line: OVCAR-5. Synergy scores: CSS=2.85, Synergy_ZIP=-8.90, Synergy_Bliss=-12.2, Synergy_Loewe=-18.4, Synergy_HSA=-15.0.